Dataset: Catalyst prediction with 721,799 reactions and 888 catalyst types from USPTO. Task: Predict which catalyst facilitates the given reaction. (1) Reactant: [O:1]=[C:2]1[CH:7]=[C:6]([C:8]([OH:10])=O)[CH:5]=[CH:4][N:3]1[C@@H:11]([C:13]1[CH:18]=[CH:17][CH:16]=[CH:15][CH:14]=1)[CH3:12].Cl.CN(C)CCCN=C=NCC.C(N(CC)CC)C.[NH2:38][CH2:39][C:40]1[C:41]([OH:48])=[N:42][C:43]([CH3:47])=[CH:44][C:45]=1[CH3:46]. Product: [OH:48][C:41]1[C:40]([CH2:39][NH:38][C:8]([C:6]2[CH:5]=[CH:4][N:3]([C@@H:11]([C:13]3[CH:18]=[CH:17][CH:16]=[CH:15][CH:14]=3)[CH3:12])[C:2](=[O:1])[CH:7]=2)=[O:10])=[C:45]([CH3:46])[CH:44]=[C:43]([CH3:47])[N:42]=1. The catalyst class is: 4. (2) Reactant: [K+].[Br-].B(Br)(Br)[Br:4].[CH2:7]([N:10]1[CH2:29][CH2:28][C@:17]23[C:18]4[C:19]5[O:27][C@@:16]2([CH3:30])[C:15](=[O:31])[CH2:14][CH2:13][C@@:12]3([O:32][CH2:33][CH2:34][CH3:35])[C@H:11]1[CH2:24][C:23]=4[CH:22]=[CH:21][C:20]=5[O:25]C)[CH:8]=[CH2:9].[NH4+].[OH-]. Product: [BrH:4].[CH2:7]([N:10]1[CH2:29][CH2:28][C@:17]23[C:18]4[C:19]5[O:27][C@@:16]2([CH3:30])[C:15](=[O:31])[CH2:14][CH2:13][C@@:12]3([O:32][CH2:33][CH2:34][CH3:35])[C@H:11]1[CH2:24][C:23]=4[CH:22]=[CH:21][C:20]=5[OH:25])[CH:8]=[CH2:9]. The catalyst class is: 2. (3) Reactant: [Cl:1][C:2]1[CH:3]=[C:4]2[C:8](=[CH:9][CH:10]=1)[N:7]([CH3:11])[CH:6]=[C:5]2[CH:12]=[O:13].[NH2:14][C:15]1[CH:20]=[CH:19][C:18]([CH2:21][C:22]([O:24][CH3:25])=[O:23])=[CH:17][C:16]=1O.C(O)(=O)C.C(O)(=O)C.IC1C=CC=CC=1. Product: [Cl:1][C:2]1[CH:3]=[C:4]2[C:8](=[CH:9][CH:10]=1)[N:7]([CH3:11])[CH:6]=[C:5]2[C:12]1[O:13][C:16]2[CH:17]=[C:18]([CH2:21][C:22]([O:24][CH3:25])=[O:23])[CH:19]=[CH:20][C:15]=2[N:14]=1. The catalyst class is: 14. (4) Reactant: [O:1]1[CH2:6][CH2:5][N:4]([CH2:7][C:8]2[CH:9]=[C:10]3[N:16]=[C:15]([C:17]4[CH:23]=[CH:22][CH:21]=[CH:20][C:18]=4[NH2:19])[S:14][C:11]3=[N:12][CH:13]=2)[CH2:3][CH2:2]1.[CH3:24][C:25]1[O:29][C:28]([C:30]2[CH:35]=[CH:34][CH:33]=[CH:32][CH:31]=2)=[N:27][C:26]=1[C:36](O)=[O:37]. Product: [CH3:24][C:25]1[O:29][C:28]([C:30]2[CH:35]=[CH:34][CH:33]=[CH:32][CH:31]=2)=[N:27][C:26]=1[C:36]([NH:19][C:18]1[CH:20]=[CH:21][CH:22]=[CH:23][C:17]=1[C:15]1[S:14][C:11]2[C:10]([N:16]=1)=[CH:9][C:8]([CH2:7][N:4]1[CH2:5][CH2:6][O:1][CH2:2][CH2:3]1)=[CH:13][N:12]=2)=[O:37]. The catalyst class is: 6. (5) Reactant: C([O:4][CH2:5][C:6]([CH3:44])([CH3:43])[CH2:7][N:8]1[C:14]2[CH:15]=[CH:16][C:17]([Cl:19])=[CH:18][C:13]=2[C@@H:12]([C:20]2[CH:25]=[CH:24][CH:23]=[C:22]([O:26][CH3:27])[C:21]=2[O:28][CH3:29])[O:11][C@H:10]([CH2:30][C:31]2[S:32][C:33]([CH2:36][C:37]([O:39]CC)=[O:38])=[CH:34][N:35]=2)[C:9]1=[O:42])(=O)C.[OH-].[Na+].C(O)C. Product: [Cl:19][C:17]1[CH:16]=[CH:15][C:14]2[N:8]([CH2:7][C:6]([CH3:43])([CH3:44])[CH2:5][OH:4])[C:9](=[O:42])[C@@H:10]([CH2:30][C:31]3[S:32][C:33]([CH2:36][C:37]([OH:39])=[O:38])=[CH:34][N:35]=3)[O:11][C@H:12]([C:20]3[CH:25]=[CH:24][CH:23]=[C:22]([O:26][CH3:27])[C:21]=3[O:28][CH3:29])[C:13]=2[CH:18]=1. The catalyst class is: 6. (6) Reactant: [CH2:1]([C:3]1[C:4]([O:16]C)=[N:5][C:6]([CH3:15])=[C:7]([C:9]2[N:13]=[C:12]([CH3:14])[NH:11][N:10]=2)[CH:8]=1)[CH3:2].[I-].[Na+].Cl[Si](C)(C)C. Product: [CH2:1]([C:3]1[C:4](=[O:16])[NH:5][C:6]([CH3:15])=[C:7]([C:9]2[NH:10][N:11]=[C:12]([CH3:14])[N:13]=2)[CH:8]=1)[CH3:2]. The catalyst class is: 10. (7) Reactant: [CH2:1]([N:8]1[CH2:23][CH2:22][C:11]2[NH:12][C:13]3[CH:14]=[CH:15][C:16]([C:19](O)=[O:20])=[CH:17][C:18]=3[C:10]=2[CH2:9]1)[C:2]1[CH:7]=[CH:6][CH:5]=[CH:4][CH:3]=1.CN(C(ON1N=NC2C=CC=NC1=2)=[N+](C)C)C.F[P-](F)(F)(F)(F)F.Cl.Cl.[NH2:50][CH:51]1[CH2:56][CH2:55][N:54]([CH2:57][C:58]2[CH:63]=[CH:62][C:61]([C:64]#[N:65])=[CH:60][CH:59]=2)[CH2:53][CH2:52]1.C(N(CC)CC)C.C(=O)(O)[O-].[Na+]. Product: [CH2:1]([N:8]1[CH2:23][CH2:22][C:11]2[NH:12][C:13]3[CH:14]=[CH:15][C:16]([C:19]([NH:50][CH:51]4[CH2:56][CH2:55][N:54]([CH2:57][C:58]5[CH:63]=[CH:62][C:61]([C:64]#[N:65])=[CH:60][CH:59]=5)[CH2:53][CH2:52]4)=[O:20])=[CH:17][C:18]=3[C:10]=2[CH2:9]1)[C:2]1[CH:7]=[CH:6][CH:5]=[CH:4][CH:3]=1. The catalyst class is: 3.